From a dataset of Forward reaction prediction with 1.9M reactions from USPTO patents (1976-2016). Predict the product of the given reaction. Given the reactants [CH:1]1([C@@H:5]([NH:7][S:8]([C:10]([CH3:13])([CH3:12])[CH3:11])=[O:9])[CH3:6])[CH2:4][CH2:3][CH2:2]1.[H-].[Na+].Br[CH2:17][C:18]1[CH:23]=[CH:22][CH:21]=[C:20]([CH3:24])[CH:19]=1, predict the reaction product. The product is: [CH:1]1([C@@H:5]([N:7]([CH2:17][C:18]2[CH:23]=[CH:22][CH:21]=[C:20]([CH3:24])[CH:19]=2)[S:8]([C:10]([CH3:12])([CH3:11])[CH3:13])=[O:9])[CH3:6])[CH2:4][CH2:3][CH2:2]1.